From a dataset of Serine/threonine kinase 33 screen with 319,792 compounds. Binary Classification. Given a drug SMILES string, predict its activity (active/inactive) in a high-throughput screening assay against a specified biological target. (1) The molecule is O=C1Nc2c(/C1=C\c1[nH]c(nc1)C)cccc2. The result is 1 (active). (2) The molecule is o1c(C\2N(CCN(CC)CC)C(=O)C(=O)C2=C(/O)c2ccc(OC)cc2)ccc1. The result is 0 (inactive). (3) The drug is S1(=O)(=O)CC\C(=N/NC(=O)N)c2c1ccc(F)c2. The result is 0 (inactive). (4) The compound is Clc1c(Cn2cc(c3ccc(Cl)cc3)cc(c2=O)C#N)c(Cl)ccc1. The result is 0 (inactive). (5) The molecule is o1c2c(CCCC2)c2c1cc1oc(=O)c(c(c1c2)C)CC(=O)NC(CCCC)C(O)=O. The result is 0 (inactive). (6) The drug is S(=O)(=O)(NCc1cccnc1)c1c(ccc(c1)C)C. The result is 0 (inactive). (7) The molecule is Clc1c(Cn2c(/scc2)=N/C(=O)COC(=O)c2nccnc2)cccc1. The result is 0 (inactive).